This data is from Full USPTO retrosynthesis dataset with 1.9M reactions from patents (1976-2016). The task is: Predict the reactants needed to synthesize the given product. (1) The reactants are: [I:1]Cl.C[O:4]/[N:5]=[C:6](/[C:10]1[CH:15]=[CH:14][C:13]([F:16])=[CH:12][C:11]=1[F:17])\[C:7]#[C:8][CH3:9].S([O-])([O-])(=O)=S.[Na+].[Na+]. Given the product [F:17][C:11]1[CH:12]=[C:13]([F:16])[CH:14]=[CH:15][C:10]=1[C:6]1[C:7]([I:1])=[C:8]([CH3:9])[O:4][N:5]=1, predict the reactants needed to synthesize it. (2) The reactants are: [CH:1]([N:4]1[CH2:9][CH2:8][CH:7]([C:10]([NH:12][OH:13])=[NH:11])[CH2:6][CH2:5]1)([CH3:3])[CH3:2].[CH:14]1([C:20]([Cl:22])=O)[CH2:19][CH2:18][CH2:17][CH2:16][CH2:15]1. Given the product [ClH:22].[CH:1]([N:4]1[CH2:9][CH2:8][CH:7]([C:10]2[N:11]=[C:20]([CH:14]3[CH2:19][CH2:18][CH2:17][CH2:16][CH2:15]3)[O:13][N:12]=2)[CH2:6][CH2:5]1)([CH3:3])[CH3:2], predict the reactants needed to synthesize it. (3) Given the product [C:9]([CH:12]([C:17]([CH3:19])([C:1]1[CH:6]=[CH:5][CH:4]=[CH:3][CH:2]=1)[CH3:18])[C:13]([O:15][CH3:16])=[O:14])(=[O:11])[CH3:10], predict the reactants needed to synthesize it. The reactants are: [C:1]1([Mg]Br)[CH:6]=[CH:5][CH:4]=[CH:3][CH:2]=1.[C:9]([C:12](=[C:17]([CH3:19])[CH3:18])[C:13]([O:15][CH3:16])=[O:14])(=[O:11])[CH3:10].[NH4+].[Cl-]. (4) Given the product [CH3:13][C:12]1[CH:15]=[C:16]([CH3:17])[N:1]([C:3]2[CH:4]=[CH:5][C:6]([C:7]([OH:9])=[O:8])=[CH:10][CH:11]=2)[N:2]=1, predict the reactants needed to synthesize it. The reactants are: [NH:1]([C:3]1[CH:11]=[CH:10][C:6]([C:7]([OH:9])=[O:8])=[CH:5][CH:4]=1)[NH2:2].[C:12]([CH2:15][C:16](=O)[CH3:17])(=O)[CH3:13]. (5) Given the product [Br:10][C:11]1[C:12]([CH2:17][C:18]([NH:2][OH:3])=[NH:19])=[N:13][CH:14]=[CH:15][CH:16]=1, predict the reactants needed to synthesize it. The reactants are: Cl.[NH2:2][OH:3].O.C([O-])(O)=O.[Na+].[Br:10][C:11]1[C:12]([CH2:17][C:18]#[N:19])=[N:13][CH:14]=[CH:15][CH:16]=1. (6) Given the product [Cl:1][C:2]1[CH:7]=[C:6]([F:8])[C:5]([N:9]2[CH:13]=[CH:12][CH:11]=[C:10]2[CH:14]=[CH:15][C:16]([O:18][CH3:19])=[O:17])=[C:4]([CH:20]([C:21]2[CH:26]=[CH:25][CH:24]=[C:23]([O:27][CH3:28])[C:22]=2[O:29][CH3:30])[OH:31])[CH:3]=1, predict the reactants needed to synthesize it. The reactants are: [Cl:1][C:2]1[CH:7]=[C:6]([F:8])[C:5]([N:9]2[CH:13]=[CH:12][CH:11]=[C:10]2[CH:14]=[CH:15][C:16]([O:18][CH3:19])=[O:17])=[C:4]([C:20](=[O:31])[C:21]2[CH:26]=[CH:25][CH:24]=[C:23]([O:27][CH3:28])[C:22]=2[O:29][CH3:30])[CH:3]=1.[BH4-].[Na+].O.